Dataset: Reaction yield outcomes from USPTO patents with 853,638 reactions. Task: Predict the reaction yield, written as a fraction of the theoretical maximum amount of product (1.0 means a 100% yield; for example, 0.34 means a 34% yield). (1) The reactants are [Br:1][C:2]1[C:7]([O:8][CH3:9])=[CH:6][C:5]([CH:10]([OH:13])[CH2:11][CH3:12])=[CH:4][C:3]=1[O:14][CH3:15]. The catalyst is C(Cl)Cl.O=[Mn]=O. The product is [Br:1][C:2]1[C:7]([O:8][CH3:9])=[CH:6][C:5]([C:10](=[O:13])[CH2:11][CH3:12])=[CH:4][C:3]=1[O:14][CH3:15]. The yield is 1.00. (2) The reactants are [CH3:1][C@H:2]1[C@@H:6]([C:7]2[N:11]3[C:12]4[CH:18]=[CH:17][N:16]([S:19]([C:22]5[CH:28]=[CH:27][C:25]([CH3:26])=[CH:24][CH:23]=5)(=[O:21])=[O:20])[C:13]=4[N:14]=[CH:15][C:10]3=[N:9][CH:8]=2)[CH2:5][C@@H:4]([OH:29])[CH2:3]1.[CH3:30][S:31](Cl)(=[O:33])=[O:32].O. The catalyst is C(Cl)Cl. The product is [CH3:30][S:31]([O:29][C@@H:4]1[CH2:5][C@H:6]([C:7]2[N:11]3[C:12]4[CH:18]=[CH:17][N:16]([S:19]([C:22]5[CH:23]=[CH:24][C:25]([CH3:26])=[CH:27][CH:28]=5)(=[O:21])=[O:20])[C:13]=4[N:14]=[CH:15][C:10]3=[N:9][CH:8]=2)[C@H:2]([CH3:1])[CH2:3]1)(=[O:33])=[O:32]. The yield is 0.890.